Dataset: Catalyst prediction with 721,799 reactions and 888 catalyst types from USPTO. Task: Predict which catalyst facilitates the given reaction. (1) The catalyst class is: 28. Reactant: [CH2:1]([O:3][C:4]([C:6]1[CH:7]=[N:8][NH:9][CH:10]=1)=[O:5])[CH3:2].[N:11]#[C:12][NH2:13].O1CCOCC1.[ClH:20]. Product: [ClH:20].[CH2:1]([O:3][C:4]([C:6]1[CH:7]=[N:8][N:9]([C:12](=[NH:11])[NH2:13])[CH:10]=1)=[O:5])[CH3:2]. (2) Product: [OH:22][CH:19]1[CH2:20][CH2:21][N:16]([C:3]2([CH3:1])[CH2:8][CH2:7][N:6]([C:9]([O:11][C:12]([CH3:15])([CH3:14])[CH3:13])=[O:10])[CH2:5][CH2:4]2)[CH2:17][CH2:18]1. Reactant: [C:1]([C:3]1([N:16]2[CH2:21][CH2:20][CH:19]([OH:22])[CH2:18][CH2:17]2)[CH2:8][CH2:7][N:6]([C:9]([O:11][C:12]([CH3:15])([CH3:14])[CH3:13])=[O:10])[CH2:5][CH2:4]1)#N.C[Mg+].[Br-].C1(C)C=CC=CC=1.C1COCC1. The catalyst class is: 1. (3) Product: [CH3:12][O:13][C:14]1[CH:15]=[C:16]([NH:17][C:1](=[O:10])[CH:2]=[CH:3][C:4]2[CH:9]=[CH:8][CH:7]=[CH:6][CH:5]=2)[CH:18]=[CH:19][CH:20]=1. The catalyst class is: 21. Reactant: [C:1](Cl)(=[O:10])[CH:2]=[CH:3][C:4]1[CH:9]=[CH:8][CH:7]=[CH:6][CH:5]=1.[CH3:12][O:13][C:14]1[CH:15]=[C:16]([CH:18]=[CH:19][CH:20]=1)[NH2:17].C([O-])([O-])=O.[K+].[K+]. (4) Reactant: Br[CH2:2][C@H:3]([NH:5][C:6](=[O:12])[O:7][C:8]([CH3:11])([CH3:10])[CH3:9])[CH3:4].C(=O)([O-])[O-].[Cs+].[Cs+].[Cl:19][C:20]1[CH:25]=[CH:24][CH:23]=[C:22]([Cl:26])[C:21]=1[OH:27]. Product: [Cl:19][C:20]1[CH:25]=[CH:24][CH:23]=[C:22]([Cl:26])[C:21]=1[O:27][CH2:2][C@H:3]([NH:5][C:6](=[O:12])[O:7][C:8]([CH3:11])([CH3:10])[CH3:9])[CH3:4]. The catalyst class is: 21. (5) Reactant: Br[C:2]1[CH:10]=[C:9]2[C:5]([C:6]([CH2:17][CH3:18])=[N:7][N:8]2[C:11]2[CH:16]=[CH:15][CH:14]=[CH:13][CH:12]=2)=[CH:4][CH:3]=1.[Li]CCCC.[B:24](OCCC)([O:29]CCC)[O:25]CCC. The catalyst class is: 7. Product: [CH2:17]([C:6]1[C:5]2[C:9](=[CH:10][C:2]([B:24]([OH:29])[OH:25])=[CH:3][CH:4]=2)[N:8]([C:11]2[CH:16]=[CH:15][CH:14]=[CH:13][CH:12]=2)[N:7]=1)[CH3:18].